This data is from Reaction yield outcomes from USPTO patents with 853,638 reactions. The task is: Predict the reaction yield, written as a fraction of the theoretical maximum amount of product (1.0 means a 100% yield; for example, 0.34 means a 34% yield). (1) The reactants are [NH2:1][C:2]1[CH:23]=[CH:22][C:5]([O:6][C:7]2[CH:16]=[CH:15][N:14]=[C:13]3[C:8]=2[C:9]2[CH:21]=[CH:20][CH:19]=[CH:18][C:10]=2[C:11](=[O:17])[NH:12]3)=[C:4]([F:24])[CH:3]=1.[F:25][C:26]1[CH:31]=[CH:30][C:29]([N:32]2[CH:37]=[CH:36][CH:35]=[C:34]([C:38](O)=[O:39])[C:33]2=[O:41])=[CH:28][CH:27]=1. No catalyst specified. The yield is 0.900. The product is [F:24][C:4]1[CH:3]=[C:2]([NH:1][C:38]([C:34]2[C:33](=[O:41])[N:32]([C:29]3[CH:28]=[CH:27][C:26]([F:25])=[CH:31][CH:30]=3)[CH:37]=[CH:36][CH:35]=2)=[O:39])[CH:23]=[CH:22][C:5]=1[O:6][C:7]1[CH:16]=[CH:15][N:14]=[C:13]2[C:8]=1[C:9]1[CH:21]=[CH:20][CH:19]=[CH:18][C:10]=1[C:11](=[O:17])[NH:12]2. (2) The yield is 0.720. The catalyst is CO. The reactants are [Cl:1][C:2]1[CH:3]=[C:4]([C:15]([NH:17][CH2:18][CH:19]([CH3:21])[CH3:20])=O)[CH:5]=[C:6]([CH:14]=1)[C:7]([NH:9][CH2:10][CH:11]([CH3:13])[CH3:12])=O.B.Cl. The product is [Cl:1][C:2]1[CH:3]=[C:4]([CH:5]=[C:6]([CH2:7][NH:9][CH2:10][CH:11]([CH3:13])[CH3:12])[CH:14]=1)[CH2:15][NH:17][CH2:18][CH:19]([CH3:21])[CH3:20]. (3) The reactants are [CH:1]1([C@@H:7]2[NH:12][C:11](=[O:13])[C@H:10]([CH2:14][CH:15]([CH3:17])[CH3:16])[NH:9][CH2:8]2)[CH2:6][CH2:5][CH2:4][CH2:3][CH2:2]1.[F:18][C:19]1[CH:24]=[CH:23][C:22]([C@@H:25]2[CH2:27][C@H:26]2[C:28](O)=[O:29])=[CH:21][CH:20]=1.C([C@@H]1N(C(=O)/C=C/C2C=CC=CC=2)C[C@H](CC(C)C)NC1=O)C(C)C. No catalyst specified. The product is [CH:1]1([C@@H:7]2[NH:12][C:11](=[O:13])[C@H:10]([CH2:14][CH:15]([CH3:17])[CH3:16])[N:9]([C:28]([C@@H:26]3[CH2:27][C@H:25]3[C:22]3[CH:21]=[CH:20][C:19]([F:18])=[CH:24][CH:23]=3)=[O:29])[CH2:8]2)[CH2:2][CH2:3][CH2:4][CH2:5][CH2:6]1. The yield is 0.682. (4) The reactants are [CH3:1][O-:2].[Na+].[Na].Cl[C:6]1[CH:11]=[C:10]([O:12][CH2:13][CH3:14])[CH:9]=[C:8](C)[C:7]=1[N+:16]([O-:18])=[O:17].[CH3:19]O. No catalyst specified. The product is [CH2:13]([O:12][C:10]1[CH:11]=[C:6]([O:2][CH3:1])[C:7]([N+:16]([O-:18])=[O:17])=[CH:8][C:9]=1[CH3:19])[CH3:14]. The yield is 0.320. (5) The reactants are Br[C:2]1[N:10]2[C:5]([CH:6]=[N:7][C:8]([NH:11][C:12]3[CH:17]=[CH:16][C:15]([N:18]4[CH2:23][CH2:22][CH:21]([N:24]5[CH2:29][CH2:28][N:27]([CH3:30])[CH2:26][CH2:25]5)[CH2:20][CH2:19]4)=[CH:14][C:13]=3[O:31][CH3:32])=[N:9]2)=[CH:4][CH:3]=1.[CH3:33][N:34]([CH3:38])[SH:35](=[O:37])=[O:36].[CH:39]1[CH:44]=[CH:43][CH:42]=[CH:41][C:40]=1B(O)O.C(=O)([O-])[O-].[Na+].[Na+].O. The catalyst is O1CCCC1.C(O)C.C1C=CC([P]([Pd]([P](C2C=CC=CC=2)(C2C=CC=CC=2)C2C=CC=CC=2)([P](C2C=CC=CC=2)(C2C=CC=CC=2)C2C=CC=CC=2)[P](C2C=CC=CC=2)(C2C=CC=CC=2)C2C=CC=CC=2)(C2C=CC=CC=2)C2C=CC=CC=2)=CC=1. The product is [CH3:32][O:31][C:13]1[CH:14]=[C:15]([N:18]2[CH2:19][CH2:20][CH:21]([N:24]3[CH2:25][CH2:26][N:27]([CH3:30])[CH2:28][CH2:29]3)[CH2:22][CH2:23]2)[CH:16]=[CH:17][C:12]=1[NH:11][C:8]1[N:7]=[CH:6][C:5]2=[CH:4][CH:3]=[C:2]([C:39]3[CH:44]=[CH:43][CH:42]=[CH:41][C:40]=3[S:35]([N:34]([CH3:38])[CH3:33])(=[O:37])=[O:36])[N:10]2[N:9]=1. The yield is 0.480.